Task: Predict the reactants needed to synthesize the given product.. Dataset: Full USPTO retrosynthesis dataset with 1.9M reactions from patents (1976-2016) (1) Given the product [F:19][C:20]1[CH:29]=[CH:28][C:23]([C:24]2[O:18][C:16]([CH:13]3[CH2:12][CH2:11][N:10]([C:8]([O:7][C:3]4[CH:2]=[N:1][CH:6]=[CH:5][CH:4]=4)=[O:9])[CH2:15][CH2:14]3)=[N:27][N:26]=2)=[CH:22][CH:21]=1, predict the reactants needed to synthesize it. The reactants are: [N:1]1[CH:6]=[CH:5][CH:4]=[C:3]([O:7][C:8]([N:10]2[CH2:15][CH2:14][CH:13]([C:16]([OH:18])=O)[CH2:12][CH2:11]2)=[O:9])[CH:2]=1.[F:19][C:20]1[CH:29]=[CH:28][C:23]([C:24]([NH:26][NH2:27])=O)=[CH:22][CH:21]=1.C1C=CC2N(O)N=NC=2C=1.CCN=C=NCCCN(C)C.Cl. (2) Given the product [C:1]([O:5][C:6]([C:8]([CH3:42])([CH3:43])[CH2:9][O:10][C:11]([N:13]1[C:22]2[C:17](=[CH:18][C:19]([C:23]([F:25])([F:24])[F:26])=[CH:20][CH:21]=2)[C@@H:16]([N:27]([CH2:49][C:48]2[CH:51]=[C:52]([C:54]([F:56])([F:57])[F:55])[CH:53]=[C:46]([C:45]([F:44])([F:58])[F:59])[CH:47]=2)[C:28]2[CH:33]=[CH:32][C:31]([N:34]3[CH2:35][CH2:36][O:37][CH2:38][CH2:39]3)=[CH:30][N:29]=2)[CH2:15][C@H:14]1[CH2:40][CH3:41])=[O:12])=[O:7])([CH3:4])([CH3:3])[CH3:2], predict the reactants needed to synthesize it. The reactants are: [C:1]([O:5][C:6]([C:8]([CH3:43])([CH3:42])[CH2:9][O:10][C:11]([N:13]1[C:22]2[C:17](=[CH:18][C:19]([C:23]([F:26])([F:25])[F:24])=[CH:20][CH:21]=2)[C@@H:16]([NH:27][C:28]2[CH:33]=[CH:32][C:31]([N:34]3[CH2:39][CH2:38][O:37][CH2:36][CH2:35]3)=[CH:30][N:29]=2)[CH2:15][C@H:14]1[CH2:40][CH3:41])=[O:12])=[O:7])([CH3:4])([CH3:3])[CH3:2].[F:44][C:45]([F:59])([F:58])[C:46]1[CH:47]=[C:48]([CH:51]=[C:52]([C:54]([F:57])([F:56])[F:55])[CH:53]=1)[CH2:49]Br.Cl.C(OCC)(=O)C. (3) Given the product [NH2:25][C:22]1[N:23]=[CH:24][C:19]([C:15]2[C:14]([F:33])=[CH:13][C:12]([N:8]3[CH2:7][C@H:6]([CH2:5][NH:4][C:1](=[O:3])[CH3:2])[O:10][C:9]3=[O:11])=[CH:17][C:16]=2[F:18])=[CH:20][CH:21]=1, predict the reactants needed to synthesize it. The reactants are: [C:1]([NH:4][CH2:5][C@H:6]1[O:10][C:9](=[O:11])[N:8]([C:12]2[CH:17]=[C:16]([F:18])[C:15]([C:19]3[CH:20]=[CH:21][C:22]([NH:25]C(=O)OC(C)(C)C)=[N:23][CH:24]=3)=[C:14]([F:33])[CH:13]=2)[CH2:7]1)(=[O:3])[CH3:2].Cl. (4) The reactants are: [CH3:1][O:2][C:3]([C:5]1[C:13]2[N:12]=[C:11]([C:14](Cl)(Cl)Cl)[NH:10][C:9]=2[CH:8]=[CH:7][CH:6]=1)=[O:4].Cl.Cl.[CH:20]([N:23]1[CH2:28][CH2:27][CH:26]([NH2:29])[CH2:25][CH2:24]1)([CH3:22])[CH3:21].C([O-])(O)=[O:31].[Na+]. Given the product [CH3:1][O:2][C:3]([C:5]1[C:13]2[N:12]=[C:11]([C:14](=[O:31])[NH:29][CH:26]3[CH2:27][CH2:28][N:23]([CH:20]([CH3:22])[CH3:21])[CH2:24][CH2:25]3)[NH:10][C:9]=2[CH:8]=[CH:7][CH:6]=1)=[O:4], predict the reactants needed to synthesize it. (5) Given the product [N:1]1[C:10]2[C:5](=[CH:6][CH:7]=[CH:8][CH:9]=2)[CH:4]=[C:3]([CH:11]2[CH2:12][CH2:13][CH:14]([CH:17]([CH2:23][CH3:24])[C:18]([OH:20])=[O:19])[CH2:15][CH2:16]2)[CH:2]=1, predict the reactants needed to synthesize it. The reactants are: [N:1]1[C:10]2[C:5](=[CH:6][CH:7]=[CH:8][CH:9]=2)[CH:4]=[C:3]([CH:11]2[CH2:16][CH2:15][CH:14]([CH:17]([CH2:23][CH3:24])[C:18]([O:20]CC)=[O:19])[CH2:13][CH2:12]2)[CH:2]=1.[Li+].[OH-].[OH-].[Na+].Cl. (6) Given the product [CH2:42]([O:44][C:45](=[O:57])[C:46]([O:49][C:50]1[CH:55]=[CH:54][CH:53]=[C:52]([O:40][CH2:39][CH2:38][CH:37]([O:36][C:25]2[CH:24]=[CH:23][C:22]([CH2:20][CH3:21])=[CH:27][C:26]=2[C:28](=[O:29])[C:30]2[CH:31]=[CH:32][CH:33]=[CH:34][CH:35]=2)[CH3:41])[CH:51]=1)([CH3:48])[CH3:47])[CH3:43], predict the reactants needed to synthesize it. The reactants are: C1(P(C2C=CC=CC=2)C2C=CC=CC=2)C=CC=CC=1.[CH2:20]([C:22]1[CH:23]=[CH:24][C:25]([O:36][CH:37]([CH3:41])[CH2:38][CH2:39][OH:40])=[C:26]([C:28]([C:30]2[CH:35]=[CH:34][CH:33]=[CH:32][CH:31]=2)=[O:29])[CH:27]=1)[CH3:21].[CH2:42]([O:44][C:45](=[O:57])[C:46]([O:49][C:50]1[CH:55]=[CH:54][CH:53]=[C:52](O)[CH:51]=1)([CH3:48])[CH3:47])[CH3:43].CCOC(/N=N/C(OCC)=O)=O. (7) Given the product [Cl:1][C:2]1[S:6][C:5]2[C:7]3([O:28][CH2:29][C:30]([F:32])([F:31])[C:4]=2[CH:3]=1)[CH2:12][CH2:11][N:10]([CH2:13][C:14]1[C:15]([CH3:27])=[N:16][N:17]([C:19]2[C:24]([CH2:25][OH:26])=[CH:23][CH:22]=[CH:21][N:20]=2)[CH:18]=1)[CH2:9][CH2:8]3, predict the reactants needed to synthesize it. The reactants are: [Cl:1][C:2]1[S:6][C:5]2[C:7]3([O:28][CH2:29][C:30]([F:32])([F:31])[C:4]=2[CH:3]=1)[CH2:12][CH2:11][N:10]([CH2:13][C:14]1[C:15]([CH3:27])=[N:16][N:17]([C:19]2[C:24]([CH:25]=[O:26])=[CH:23][CH:22]=[CH:21][N:20]=2)[CH:18]=1)[CH2:9][CH2:8]3.[BH4-].[Na+].CO. (8) Given the product [CH3:1][S:2]([C:5]1[CH:6]=[C:7]([C:11]2[C:12]3[N:13]([N:17]=[C:18]([NH:20][C:22]4[CH:27]=[CH:26][CH:25]=[C:24]([N:28]5[CH2:33][CH2:32][N:31]([CH3:34])[CH2:30][CH2:29]5)[CH:23]=4)[N:19]=3)[CH:14]=[CH:15][CH:16]=2)[CH:8]=[CH:9][CH:10]=1)(=[O:3])=[O:4], predict the reactants needed to synthesize it. The reactants are: [CH3:1][S:2]([C:5]1[CH:6]=[C:7]([C:11]2[C:12]3[N:13]([N:17]=[C:18]([NH2:20])[N:19]=3)[CH:14]=[CH:15][CH:16]=2)[CH:8]=[CH:9][CH:10]=1)(=[O:4])=[O:3].Br[C:22]1[CH:23]=[C:24]([N:28]2[CH2:33][CH2:32][N:31]([CH3:34])[CH2:30][CH2:29]2)[CH:25]=[CH:26][CH:27]=1.C1(P(C2CCCCC2)C2C=CC=CC=2C2C=CC=CC=2P(C2CCCCC2)C2CCCCC2)CCCCC1. (9) Given the product [O:13]1[CH2:18][CH2:17][CH:16]([NH:19][CH2:1][C:3]2[CH:4]=[C:5]([CH:10]=[CH:11][CH:12]=2)[C:6]([O:8][CH3:9])=[O:7])[CH2:15][CH2:14]1, predict the reactants needed to synthesize it. The reactants are: [CH:1]([C:3]1[CH:4]=[C:5]([CH:10]=[CH:11][CH:12]=1)[C:6]([O:8][CH3:9])=[O:7])=O.[O:13]1[CH2:18][CH2:17][CH:16]([NH2:19])[CH2:15][CH2:14]1.CC(O)=O.[BH3-]C#N.[Na+]. (10) Given the product [CH3:42][O:43][C:4]1[CH:3]=[CH:8][CH:7]=[CH:6][C:5]=1[NH:9][S:10]([C:13]1[CH:14]=[CH:15][C:16]([N+:19]([O-:21])=[O:20])=[CH:17][CH:18]=1)(=[O:11])=[O:12], predict the reactants needed to synthesize it. The reactants are: CO[C:3]1[CH:4]=[C:5]([NH:9][S:10]([C:13]2[CH:18]=[CH:17][C:16]([N+:19]([O-:21])=[O:20])=[CH:15][CH:14]=2)(=[O:12])=[O:11])[CH:6]=[CH:7][CH:8]=1.[N+](C1C=CC(S(NC2C=CC=CC=2C)(=O)=O)=CC=1)([O-])=O.[CH3:42][O:43]C1C=CC=C(N)C=1.